Task: Predict the reaction yield, written as a fraction of the theoretical maximum amount of product (1.0 means a 100% yield; for example, 0.34 means a 34% yield).. Dataset: Reaction yield outcomes from USPTO patents with 853,638 reactions (1) The reactants are [C:1]([NH:4][NH2:5])(N)=[NH:2].Cl.[CH:7]1([C:10]2[C:19]3[C:14](=[CH:15][CH:16]=[CH:17][CH:18]=3)[C:13]([N:20]=[C:21]=[S:22])=[CH:12][CH:11]=2)[CH2:9][CH2:8]1.C(N(C(C)C)CC)(C)C. The catalyst is CN(C=O)C. The product is [NH2:2][C:1]1[N:20]([C:13]2[C:14]3[C:19](=[CH:18][CH:17]=[CH:16][CH:15]=3)[C:10]([CH:7]3[CH2:9][CH2:8]3)=[CH:11][CH:12]=2)[C:21]([SH:22])=[N:5][N:4]=1. The yield is 0.490. (2) The reactants are [Cl-].[NH3+:2][CH2:3][CH2:4][CH2:5][CH2:6][C:7]([C:9]1[CH:10]=[NH+:11][CH:12]=[CH:13][CH:14]=1)=O.[Cl-].[Cl:16][C:17]1[CH:22]=[C:21]([Cl:23])[CH:20]=[CH:19][C:18]=1[C:24]1[O:30][C:27]([CH:28]=O)=[CH:26][CH:25]=1. The catalyst is C(O)(C)C. The product is [Cl:16][C:17]1[CH:22]=[C:21]([Cl:23])[CH:20]=[CH:19][C:18]=1[C:24]1[O:30][C:27]([CH:28]=[C:6]2[CH2:5][CH2:4][CH2:3][N:2]=[C:7]2[C:9]2[CH:10]=[N:11][CH:12]=[CH:13][CH:14]=2)=[CH:26][CH:25]=1. The yield is 0.450. (3) The yield is 0.130. The reactants are C([O:3][C:4](=[O:20])[CH2:5][CH2:6][C:7]1[C:8](=[O:19])[O:9][C:10]2[C:15]([C:16]=1[CH3:17])=[CH:14][CH:13]=[C:12]([OH:18])[CH:11]=2)C.C1N2CN3CN(C2)CN1C3.FC(F)(F)[C:33](O)=[O:34]. No catalyst specified. The product is [CH:33]([C:11]1[C:12]([OH:18])=[CH:13][CH:14]=[C:15]2[C:10]=1[O:9][C:8](=[O:19])[C:7]([CH2:6][CH2:5][C:4]([OH:3])=[O:20])=[C:16]2[CH3:17])=[O:34]. (4) The reactants are C1(C)C=CC=CC=1.CC1(C)OB([C:14]2[CH:20]=[C:19]([C:21]([F:24])([F:23])[F:22])[CH:18]=[CH:17][C:15]=2[NH2:16])OC1(C)C.Br[C:29]1[CH:30]=[CH:31][C:32]([C:35]([F:38])([F:37])[F:36])=[N:33][CH:34]=1.C(=O)([O-])[O-].[K+].[K+]. The catalyst is C1C=CC([P]([Pd]([P](C2C=CC=CC=2)(C2C=CC=CC=2)C2C=CC=CC=2)([P](C2C=CC=CC=2)(C2C=CC=CC=2)C2C=CC=CC=2)[P](C2C=CC=CC=2)(C2C=CC=CC=2)C2C=CC=CC=2)(C2C=CC=CC=2)C2C=CC=CC=2)=CC=1.O.C(O)C. The product is [F:24][C:21]([F:22])([F:23])[C:19]1[CH:18]=[CH:17][C:15]([NH2:16])=[C:14]([C:29]2[CH:34]=[N:33][C:32]([C:35]([F:38])([F:37])[F:36])=[CH:31][CH:30]=2)[CH:20]=1. The yield is 0.980. (5) The reactants are [Cl:1][C:2]1[S:3][C:4]([S:7](Cl)(=[O:9])=[O:8])=[CH:5][N:6]=1.[NH2:11][C:12]([CH3:16])([CH3:15])[CH2:13][OH:14]. No catalyst specified. The product is [OH:14][CH2:13][C:12]([NH:11][S:7]([C:4]1[S:3][C:2]([Cl:1])=[N:6][CH:5]=1)(=[O:9])=[O:8])([CH3:16])[CH3:15]. The yield is 0.330.